From a dataset of Reaction yield outcomes from USPTO patents with 853,638 reactions. Predict the reaction yield, written as a fraction of the theoretical maximum amount of product (1.0 means a 100% yield; for example, 0.34 means a 34% yield). (1) The reactants are [NH:1]1[C:9]2[C:4](=[CH:5][CH:6]=[CH:7][CH:8]=2)[C:3](/[CH:10]=[CH:11]/[C:12]2[CH:20]=[CH:19][CH:18]=[CH:17][C:13]=2[C:14](O)=[O:15])=[N:2]1.[S:21]1[CH:25]=[N:24][N:23]=[C:22]1[NH2:26].C(Cl)CCl.O. The catalyst is C1COCC1.C(OCC)(=O)C. The product is [NH:1]1[C:9]2[C:4](=[CH:5][CH:6]=[CH:7][CH:8]=2)[C:3](/[CH:10]=[CH:11]/[C:12]2[CH:20]=[CH:19][CH:18]=[CH:17][C:13]=2[C:14]([NH:26][C:22]2[S:21][CH:25]=[N:24][N:23]=2)=[O:15])=[N:2]1. The yield is 0.120. (2) The reactants are [C:1]([C:5]1[CH:10]=[C:9]([Br:11])[C:8]([N+:12]([O-:14])=[O:13])=[CH:7][C:6]=1[OH:15])([CH3:4])([CH3:3])[CH3:2].[C:16]([O-])([O-])=O.[Cs+].[Cs+].CI. The catalyst is CN(C=O)C.O. The product is [C:1]([C:5]1[CH:10]=[C:9]([Br:11])[C:8]([N+:12]([O-:14])=[O:13])=[CH:7][C:6]=1[O:15][CH3:16])([CH3:4])([CH3:2])[CH3:3]. The yield is 0.690. (3) The reactants are Cl.[CH3:2][N:3]([CH:13]1[CH2:21][C@H:16]2[CH2:17][NH:18][CH2:19][CH2:20][C@H:15]2[CH2:14]1)[C:4]1[C:5]2[CH:12]=[CH:11][NH:10][C:6]=2[N:7]=[CH:8][N:9]=1.C1([O:28][C:29](=O)[NH:30][C:31]2[S:35][N:34]=[C:33]([O:36][CH3:37])[N:32]=2)C=CC=CC=1.C(N(CC)CC)C.O. The catalyst is O1CCCC1. The product is [CH3:37][O:36][C:33]1[N:32]=[C:31]([NH:30][C:29]([N:18]2[CH2:19][CH2:20][C@H:15]3[CH2:14][CH:13]([N:3]([CH3:2])[C:4]4[C:5]5[CH:12]=[CH:11][NH:10][C:6]=5[N:7]=[CH:8][N:9]=4)[CH2:21][C@H:16]3[CH2:17]2)=[O:28])[S:35][N:34]=1. The yield is 0.238. (4) The catalyst is O.CCOC(C)=O. The reactants are C(O[C:6]([N:8]1[CH:13]2[CH2:14][CH2:15][CH:9]1[CH2:10][N:11]([C:16]1[N:21]=[CH:20][CH:19]=[CH:18][N:17]=1)[CH2:12]2)=[O:7])(C)(C)C.FC(F)(F)C1[CH:25]=[C:26]([C:30]2[CH:35]=[CH:34][C:33](C(O)=O)=[CH:32][CH:31]=2)[CH:27]=CC=1.[CH2:41](Cl)[CH2:42]Cl.[CH:45]1[CH:46]=CC2N(O)N=N[C:49]=2[CH:50]=1.Cl.O1CCOC[CH2:57]1. The yield is 0.320. The product is [C:26]([C:30]1[CH:31]=[C:32]([C:42]2[CH:41]=[CH:49][C:50]([C:6]([N:8]3[CH:9]4[CH2:15][CH2:14][CH:13]3[CH2:12][N:11]([C:16]3[N:17]=[CH:18][CH:19]=[CH:20][N:21]=3)[CH2:10]4)=[O:7])=[CH:45][CH:46]=2)[CH:33]=[CH:34][CH:35]=1)([CH3:25])([CH3:27])[CH3:57]. (5) The reactants are [NH2:1][CH2:2][C:3]1[CH:4]=[C:5]2[C:10](=[CH:11][C:12]=1[C:13]([F:16])([F:15])[F:14])[NH:9][C:8](=[O:17])[N:7]([NH:18][S:19]([CH3:22])(=[O:21])=[O:20])[C:6]2=[O:23].[CH3:24][C:25]1(OC)[CH2:29][CH2:28][CH:27](OC)O1. The catalyst is CC(O)=O. The product is [CH3:24][C:25]1[N:1]([CH2:2][C:3]2[CH:4]=[C:5]3[C:10](=[CH:11][C:12]=2[C:13]([F:15])([F:16])[F:14])[NH:9][C:8](=[O:17])[N:7]([NH:18][S:19]([CH3:22])(=[O:20])=[O:21])[C:6]3=[O:23])[CH:27]=[CH:28][CH:29]=1. The yield is 0.730. (6) The reactants are Br[C:2]1[N:7]=[C:6]([C:8]([OH:10])=[O:9])[CH:5]=[CH:4][CH:3]=1.[F:11][C:12]1[CH:17]=[CH:16][CH:15]=[CH:14][C:13]=1B(O)O. The catalyst is C1C=CC(P(C2C=CC=CC=2)[C-]2C=CC=C2)=CC=1.C1C=CC(P(C2C=CC=CC=2)[C-]2C=CC=C2)=CC=1.Cl[Pd]Cl.[Fe+2].C(Cl)Cl. The product is [F:11][C:12]1[CH:17]=[CH:16][CH:15]=[CH:14][C:13]=1[C:2]1[N:7]=[C:6]([C:8]([OH:10])=[O:9])[CH:5]=[CH:4][CH:3]=1. The yield is 0.930. (7) The reactants are I[C:2]1[N:3]=[CH:4][N:5](C(C2C=CC=CC=2)(C2C=CC=CC=2)C2C=CC=CC=2)[CH:6]=1.C([Mg]Br)C.Br[C:31]1[CH:32]=[CH:33][C:34]([CH3:37])=[N:35][CH:36]=1. The catalyst is C1COCC1.ClCCl.[Cl-].[Zn+2].[Cl-].C1C=CC([P]([Pd]([P](C2C=CC=CC=2)(C2C=CC=CC=2)C2C=CC=CC=2)([P](C2C=CC=CC=2)(C2C=CC=CC=2)C2C=CC=CC=2)[P](C2C=CC=CC=2)(C2C=CC=CC=2)C2C=CC=CC=2)(C2C=CC=CC=2)C2C=CC=CC=2)=CC=1. The product is [NH:5]1[CH:6]=[C:2]([C:31]2[CH:32]=[CH:33][C:34]([CH3:37])=[N:35][CH:36]=2)[N:3]=[CH:4]1. The yield is 0.630. (8) The reactants are O[CH:2]=[C:3]1[C:11]2[C:6](=[CH:7][C:8]([C:12]([C:14]3[CH:15]=[C:16]([NH:20][C:21]([C:23]4[N:24]([CH2:29][CH3:30])[N:25]=[C:26]([CH3:28])[CH:27]=4)=[O:22])[CH:17]=[CH:18][CH:19]=3)=[O:13])=[CH:9][CH:10]=2)[NH:5][C:4]1=[O:31].C1COCC1.[NH2:37][C:38]1[CH:43]=[CH:42][C:41]([CH2:44][CH2:45][CH2:46][C:47]([OH:49])=[O:48])=[CH:40][CH:39]=1. The catalyst is CCOC(C)=O.CCCCCC. The product is [CH2:29]([N:24]1[C:23]([C:21]([NH:20][C:16]2[CH:15]=[C:14]([CH:19]=[CH:18][CH:17]=2)[C:12]([C:8]2[CH:7]=[C:6]3[C:11]([C:3](=[CH:2][NH:37][C:38]4[CH:39]=[CH:40][C:41]([CH2:44][CH2:45][CH2:46][C:47]([OH:49])=[O:48])=[CH:42][CH:43]=4)[C:4](=[O:31])[NH:5]3)=[CH:10][CH:9]=2)=[O:13])=[O:22])=[CH:27][C:26]([CH3:28])=[N:25]1)[CH3:30]. The yield is 0.290.